This data is from Catalyst prediction with 721,799 reactions and 888 catalyst types from USPTO. The task is: Predict which catalyst facilitates the given reaction. Reactant: Cl.[F:2][C:3]1[CH:4]=[C:5]([CH:43]=[CH:44][CH:45]=1)[CH2:6][N:7]1[CH:11]=[C:10]([C:12]2[C:20]3[C:15](=[N:16][CH:17]=[C:18]([C:21]4[CH:26]=[CH:25][C:24]([CH:27]5[CH2:32][CH2:31][NH:30][CH2:29][CH2:28]5)=[CH:23][CH:22]=4)[CH:19]=3)[N:14]([S:33]([C:36]3[CH:42]=[CH:41][C:39]([CH3:40])=[CH:38][CH:37]=3)(=[O:35])=[O:34])[CH:13]=2)[CH:9]=[N:8]1.[CH3:46][C@H:47]1[CH2:49][O:48]1.CCN(C(C)C)C(C)C. The catalyst class is: 8. Product: [F:2][C:3]1[CH:4]=[C:5]([CH:43]=[CH:44][CH:45]=1)[CH2:6][N:7]1[CH:11]=[C:10]([C:12]2[C:20]3[C:15](=[N:16][CH:17]=[C:18]([C:21]4[CH:22]=[CH:23][C:24]([CH:27]5[CH2:28][CH2:29][N:30]([CH2:46][C@@H:47]([OH:48])[CH3:49])[CH2:31][CH2:32]5)=[CH:25][CH:26]=4)[CH:19]=3)[N:14]([S:33]([C:36]3[CH:37]=[CH:38][C:39]([CH3:40])=[CH:41][CH:42]=3)(=[O:34])=[O:35])[CH:13]=2)[CH:9]=[N:8]1.